From a dataset of Forward reaction prediction with 1.9M reactions from USPTO patents (1976-2016). Predict the product of the given reaction. (1) The product is: [CH:16]1([NH:19][C:20]([C:22]2[S:35][C:25]3=[N:26][C:27]([O:5][CH2:4][CH2:3][S:2][CH3:1])=[C:28]([Cl:31])[C:29]([CH3:30])=[C:24]3[C:23]=2[NH2:36])=[O:21])[CH2:18][CH2:17]1. Given the reactants [CH3:1][S:2][CH2:3][CH2:4][OH:5].C[Si]([N-][Si](C)(C)C)(C)C.[Li+].[CH:16]1([NH:19][C:20]([C:22]2[S:35][C:25]3=[N:26][C:27](S(C)=O)=[C:28]([Cl:31])[C:29]([CH3:30])=[C:24]3[C:23]=2[NH2:36])=[O:21])[CH2:18][CH2:17]1, predict the reaction product. (2) The product is: [Br:22][C:23]1[CH:24]=[C:25]([C:2]2[CH:7]=[CH:6][C:5]([N:8]3[C@@H:12]([C:13]4[CH:18]=[CH:17][CH:16]=[CH:15][CH:14]=4)[C:11]([CH3:20])([CH3:19])[O:10][C:9]3=[O:21])=[CH:4][CH:3]=2)[C:26]([F:29])=[N:27][CH:28]=1. Given the reactants I[C:2]1[CH:7]=[CH:6][C:5]([N:8]2[C@@H:12]([C:13]3[CH:18]=[CH:17][CH:16]=[CH:15][CH:14]=3)[C:11]([CH3:20])([CH3:19])[O:10][C:9]2=[O:21])=[CH:4][CH:3]=1.[Br:22][C:23]1[CH:24]=[C:25](B(O)O)[C:26]([F:29])=[N:27][CH:28]=1.C(=O)([O-])[O-].[Na+].[Na+].O1CCOCC1, predict the reaction product.